From a dataset of Full USPTO retrosynthesis dataset with 1.9M reactions from patents (1976-2016). Predict the reactants needed to synthesize the given product. (1) Given the product [NH2:24][CH:17]([C:15]1[CH:14]=[CH:13][C:5]([C:6]([O:8][C:9]([CH3:12])([CH3:11])[CH3:10])=[O:7])=[C:4]([N+:1]([O-:3])=[O:2])[CH:16]=1)[CH2:18][CH3:19], predict the reactants needed to synthesize it. The reactants are: [N+:1]([C:4]1[CH:16]=[C:15]([C:17](=O)[CH2:18][CH3:19])[CH:14]=[CH:13][C:5]=1[C:6]([O:8][C:9]([CH3:12])([CH3:11])[CH3:10])=[O:7])([O-:3])=[O:2].[BH4-].[Na+].O.[NH3:24]. (2) Given the product [CH3:12][O:11][CH2:10][CH2:9][CH:8]([NH:13][C:14]1[C:23]2[C:18](=[C:19]([C:24]([NH2:26])=[O:25])[CH:20]=[CH:21][CH:22]=2)[N:17]=[CH:16][N:15]=1)[C:4]1[CH:5]=[CH:6][CH:7]=[C:2]([NH:1][C:56](=[O:57])[C:55]2[CH:59]=[CH:60][C:52]([O:51][C:50]([F:49])([F:61])[F:62])=[CH:53][CH:54]=2)[CH:3]=1, predict the reactants needed to synthesize it. The reactants are: [NH2:1][C:2]1[CH:3]=[C:4]([CH:8]([NH:13][C:14]2[C:23]3[C:18](=[C:19]([C:24]([NH2:26])=[O:25])[CH:20]=[CH:21][CH:22]=3)[N:17]=[CH:16][N:15]=2)[CH2:9][CH2:10][O:11][CH3:12])[CH:5]=[CH:6][CH:7]=1.Cl.CN(C)CCCN=C=NCC.N1(O)C2C=CC=CC=2N=N1.[F:49][C:50]([F:62])([F:61])[O:51][C:52]1[CH:60]=[CH:59][C:55]([C:56](O)=[O:57])=[CH:54][CH:53]=1.C(N(C(C)C)C(C)C)C. (3) Given the product [CH:5]1[C:6]([C@H:9]2[C@H:10]([CH2:17][O:18][C:19]3[CH:24]=[CH:23][C:22]4[O:25][CH2:26][O:27][C:21]=4[CH:20]=3)[CH2:11][NH:12][CH2:13][CH2:14]2)=[CH:7][CH:8]=[C:3]([F:2])[CH:4]=1.[ClH:30], predict the reactants needed to synthesize it. The reactants are: Cl.[F:2][C:3]1[CH:8]=[CH:7][C:6]([C@@H:9]2[CH2:14][CH2:13][N:12](CC)[CH2:11][C@H:10]2[CH2:17][O:18][C:19]2[CH:24]=[CH:23][C:22]3[O:25][CH2:26][O:27][C:21]=3[CH:20]=2)=[CH:5][CH:4]=1.[OH-].[Na+].[Cl:30]C(OC1C=CC=CC=1)=O.[OH-].[K+].